Dataset: Forward reaction prediction with 1.9M reactions from USPTO patents (1976-2016). Task: Predict the product of the given reaction. (1) Given the reactants [CH3:1][CH:2]1[CH2:7][CH2:6][C:5](=O)[CH:4]([CH2:9][C:10](=O)[C:11]2[CH:16]=[CH:15][CH:14]=[CH:13][CH:12]=2)[CH2:3]1.[NH2:18][C:19]1[CH:20]=[C:21]([CH:25]=[CH:26][CH:27]=1)[C:22]([OH:24])=[O:23], predict the reaction product. The product is: [CH3:1][CH:2]1[CH2:7][CH2:6][C:5]2[N:18]([C:19]3[CH:20]=[C:21]([CH:25]=[CH:26][CH:27]=3)[C:22]([OH:24])=[O:23])[C:10]([C:11]3[CH:16]=[CH:15][CH:14]=[CH:13][CH:12]=3)=[CH:9][C:4]=2[CH2:3]1. (2) Given the reactants [Cl:1][C:2]1[CH:3]=[C:4]([S:8]([NH:11][C:12]2[CH:20]=[CH:19][C:15]([C:16]([OH:18])=[O:17])=[C:14]([OH:21])[CH:13]=2)(=[O:10])=[O:9])[S:5][C:6]=1[Cl:7].[C:22]([N:29]1[CH:33]=[CH:32]N=[CH:30]1)(N1C=CN=C1)=O.N1C=CC=[CH:36][CH:35]=1.OCCC1NC=CC=1, predict the reaction product. The product is: [Cl:1][C:2]1[CH:3]=[C:4]([S:8]([NH:11][C:12]2[CH:20]=[CH:19][C:15]([C:16]([O:18][CH2:32][CH2:33][N:29]3[CH:22]=[CH:36][CH:35]=[CH:30]3)=[O:17])=[C:14]([OH:21])[CH:13]=2)(=[O:9])=[O:10])[S:5][C:6]=1[Cl:7]. (3) Given the reactants [CH3:1][O:2][C:3]1[CH:4]=[C:5]2[C:10](=[CH:11][C:12]=1[O:13][CH3:14])[CH:9](O)[CH2:8][CH2:7][CH2:6]2.P(Cl)(Cl)(Cl)=O.[C:21]([O-])(=[O:23])C.[Na+].O, predict the reaction product. The product is: [CH3:1][O:2][C:3]1[CH:4]=[C:5]2[C:10](=[CH:11][C:12]=1[O:13][CH3:14])[CH:9]=[C:8]([CH:21]=[O:23])[CH2:7][CH2:6]2.